Task: Predict the reaction yield, written as a fraction of the theoretical maximum amount of product (1.0 means a 100% yield; for example, 0.34 means a 34% yield).. Dataset: Reaction yield outcomes from USPTO patents with 853,638 reactions (1) The catalyst is O1CCOCC1. The yield is 0.820. The reactants are [F:1][C:2]1[CH:3]=[CH:4][C:5]([NH:8][NH:9][C:10]([N:12]2[CH2:19][CH2:18][CH2:17][CH2:16][C:13]32[CH2:15][CH2:14]3)=O)=[N:6][CH:7]=1.C1(P(C2C=CC=CC=2)C2C=CC=CC=2)C=CC=CC=1.C(N(CC)CC)C.ClC(Cl)(Cl)C(Cl)(Cl)Cl. The product is [CH2:15]1[C:13]2([CH2:16][CH2:17][CH2:18][CH2:19][N:12]2[C:10]2[N:6]3[CH:7]=[C:2]([F:1])[CH:3]=[CH:4][C:5]3=[N:8][N:9]=2)[CH2:14]1. (2) The reactants are [C:1]([C:3]1[CH:8]=[CH:7][C:6]([CH:9]([C:13]2[CH:18]=[C:17]([O:19][CH3:20])[C:16]([O:21][CH3:22])=[C:15]([O:23][CH3:24])[CH:14]=2)C(O)=O)=[CH:5][C:4]=1[NH:25][CH:26]1[CH2:31][CH2:30][CH:29]([OH:32])[CH2:28][CH2:27]1)#[N:2].[OH-:33].[Na+].OO. The catalyst is CS(C)=O.CCO.[OH-].[Na+].OO. The product is [OH:32][CH:29]1[CH2:30][CH2:31][CH:26]([NH:25][C:4]2[CH:5]=[C:6]([CH2:9][C:13]3[CH:18]=[C:17]([O:19][CH3:20])[C:16]([O:21][CH3:22])=[C:15]([O:23][CH3:24])[CH:14]=3)[CH:7]=[CH:8][C:3]=2[C:1]([NH2:2])=[O:33])[CH2:27][CH2:28]1. The yield is 0.930. (3) The reactants are [O-][CH2:2][CH3:3].[Na+].[C:5]([NH:8][C:9]1[CH:14]=[CH:13][CH:12]=[CH:11][CH:10]=1)(=[S:7])[CH3:6].C(O)C.ICC. The catalyst is ClCCl. The product is [CH2:2]([S:7][C:5](=[N:8][C:9]1[CH:14]=[CH:13][CH:12]=[CH:11][CH:10]=1)[CH3:6])[CH3:3]. The yield is 0.730.